This data is from Forward reaction prediction with 1.9M reactions from USPTO patents (1976-2016). The task is: Predict the product of the given reaction. (1) Given the reactants [C:1](Cl)(Cl)=[O:2].[OH:5][C:6]1[N:11]=[CH:10][C:9]([N:12]2[C:17](=[O:18])[CH2:16][C:15]([CH3:20])([CH3:19])[CH2:14][C:13]2=[O:21])=[CH:8][CH:7]=1.C(N(CC)CC)C.N12CCN(CC1)CC2.[N:37]1[CH:42]=[CH:41][CH:40]=[CH:39][C:38]=1[CH2:43][N:44]1[CH2:49][CH2:48][NH:47][CH2:46][CH2:45]1, predict the reaction product. The product is: [CH3:20][C:15]1([CH3:19])[CH2:16][C:17](=[O:18])[N:12]([C:9]2[CH:10]=[N:11][C:6]([O:5][C:1]([N:47]3[CH2:48][CH2:49][N:44]([CH2:43][C:38]4[CH:39]=[CH:40][CH:41]=[CH:42][N:37]=4)[CH2:45][CH2:46]3)=[O:2])=[CH:7][CH:8]=2)[C:13](=[O:21])[CH2:14]1. (2) Given the reactants [N:1]1[CH:6]=[CH:5][CH:4]=[CH:3][CH:2]=1.[CH3:7][O:8][N:9]=[C:10]([C:13]1[CH:18]=[CH:17][C:16]([CH3:19])=[CH:15][CH:14]=1)[CH2:11][Br:12], predict the reaction product. The product is: [Br-:12].[CH3:7][O:8][N:9]=[C:10]([C:13]1[CH:14]=[CH:15][C:16]([CH3:19])=[CH:17][CH:18]=1)[CH2:11][N+:1]1[CH:6]=[CH:5][CH:4]=[CH:3][CH:2]=1. (3) Given the reactants [NH2:1][C:2]1[C:3](=[O:10])[N:4]([CH3:9])[N:5]=[C:6]([Cl:8])[CH:7]=1.[I:11]N1C(=O)CCC1=O, predict the reaction product. The product is: [NH2:1][C:2]1[C:3](=[O:10])[N:4]([CH3:9])[N:5]=[C:6]([Cl:8])[C:7]=1[I:11]. (4) Given the reactants C(N([CH2:6][CH3:7])CC)C.[C:8](Cl)(=[O:17])[CH:9]=[CH:10][C:11]1[CH:16]=[CH:15][CH:14]=[CH:13][CH:12]=1.[C:19]([O:22][CH2:23][CH3:24])(=[O:21])C.[OH2:25].[CH2:26]1[CH2:30]O[CH2:28][CH2:27]1, predict the reaction product. The product is: [C:8]([O:17][C:26]1[CH:30]=[CH:24][C:23]([O:22][C:19](=[O:21])[CH:6]=[CH2:7])=[CH:28][CH:27]=1)(=[O:25])[CH:9]=[CH:10][C:11]1[CH:16]=[CH:15][CH:14]=[CH:13][CH:12]=1. (5) The product is: [CH2:1]([N:3]1[C:7]2[C:8]([NH:12][C:29](=[S:30])[NH:28][C:19]3[CH:20]=[C:21]([S:24]([NH2:27])(=[O:26])=[O:25])[CH:22]=[CH:23][C:18]=3[O:17][CH:14]([CH3:16])[CH3:15])=[CH:9][CH:10]=[CH:11][C:6]=2[N:5]=[C:4]1[CH3:13])[CH3:2]. Given the reactants [CH2:1]([N:3]1[C:7]2[C:8]([NH2:12])=[CH:9][CH:10]=[CH:11][C:6]=2[N:5]=[C:4]1[CH3:13])[CH3:2].[CH:14]([O:17][C:18]1[CH:23]=[CH:22][C:21]([S:24]([NH2:27])(=[O:26])=[O:25])=[CH:20][C:19]=1[N:28]=[C:29]=[S:30])([CH3:16])[CH3:15], predict the reaction product.